From a dataset of Forward reaction prediction with 1.9M reactions from USPTO patents (1976-2016). Predict the product of the given reaction. Given the reactants [Cl:1][C:2]([F:27])([F:26])[O:3][C:4]1[CH:9]=[CH:8][C:7]([NH:10][C:11](=[O:25])[C:12]2[CH:17]=[C:16](I)[C:15]([N:19]3[CH2:22][CH:21]([CH2:23][OH:24])[CH2:20]3)=[N:14][CH:13]=2)=[CH:6][CH:5]=1.[CH3:28][C:29]1[CH:33]=[C:32](B2OC(C)(C)C(C)(C)O2)[N:31](C2CCCCO2)[N:30]=1.[O-]P([O-])([O-])=O.[K+].[K+].[K+].C(O)(C(F)(F)F)=O.C([O-])([O-])=O.[Na+].[Na+], predict the reaction product. The product is: [Cl:1][C:2]([F:27])([F:26])[O:3][C:4]1[CH:9]=[CH:8][C:7]([NH:10][C:11](=[O:25])[C:12]2[CH:17]=[C:16]([C:32]3[NH:31][N:30]=[C:29]([CH3:28])[CH:33]=3)[C:15]([N:19]3[CH2:22][CH:21]([CH2:23][OH:24])[CH2:20]3)=[N:14][CH:13]=2)=[CH:6][CH:5]=1.